Dataset: Forward reaction prediction with 1.9M reactions from USPTO patents (1976-2016). Task: Predict the product of the given reaction. (1) Given the reactants [NH2:1][C:2]1[N:7]=[C:6]([S:8][CH2:9][C:10]2[CH:15]=[CH:14][CH:13]=[CH:12]C=2)[N:5]=[C:4]([C:16]2C(Cl)=[CH:18][C:19]([Cl:23])=[C:20]([OH:22])[CH:21]=2)[N:3]=1.Cl[CH2:26][Cl:27].ClC1C=CC=C(C(OO)=[O:36])C=1, predict the reaction product. The product is: [NH2:1][C:2]1[N:7]=[C:6]([S:8][C:9]2[CH:10]=[CH:15][CH:14]=[C:13]([OH:36])[CH:12]=2)[N:5]=[C:4]([C:16]2[C:26]([Cl:27])=[CH:18][C:19]([Cl:23])=[C:20]([OH:22])[CH:21]=2)[N:3]=1. (2) Given the reactants [Cl:1][C:2]1[CH:3]=[CH:4][C:5]([C:25]#[N:26])=[C:6]([C:8]2[C:13]([O:14][CH3:15])=[CH:12][N:11]([CH:16]([CH2:20][CH2:21][O:22][CH3:23])[C:17]([OH:19])=O)[C:10](=[O:24])[CH:9]=2)[CH:7]=1.[NH2:27][C:28]1[CH:33]=[CH:32][N:31]2[CH:34]=[C:35]([C:37]([O:39][CH2:40][CH3:41])=[O:38])[N:36]=[C:30]2[CH:29]=1.C(P1(=O)OP(CCC)(=O)OP(CCC)(=O)O1)CC, predict the reaction product. The product is: [Cl:1][C:2]1[CH:3]=[CH:4][C:5]([C:25]#[N:26])=[C:6]([C:8]2[C:13]([O:14][CH3:15])=[CH:12][N:11]([CH:16]([CH2:20][CH2:21][O:22][CH3:23])[C:17]([NH:27][C:28]3[CH:33]=[CH:32][N:31]4[CH:34]=[C:35]([C:37]([O:39][CH2:40][CH3:41])=[O:38])[N:36]=[C:30]4[CH:29]=3)=[O:19])[C:10](=[O:24])[CH:9]=2)[CH:7]=1. (3) Given the reactants [NH2:1][C:2]1[CH:7]=[C:6]([C:8](=[O:11])[CH2:9][CH3:10])[CH:5]=[CH:4][C:3]=1[O:12][CH3:13].[I-].[Na+].[CH2:16](O)[CH2:17][CH2:18][CH3:19].Cl.[C:22](OCC)(=O)C, predict the reaction product. The product is: [CH2:18]([C:17]1[CH:16]=[CH:22][C:7]2[C:2](=[C:3]([O:12][CH3:13])[CH:4]=[CH:5][C:6]=2[C:8](=[O:11])[CH2:9][CH3:10])[N:1]=1)[CH3:19]. (4) Given the reactants [C:1]([C@H:4]1[CH2:8][CH2:7][CH2:6][N:5]1[C:9](=[O:24])[CH2:10][CH2:11][CH2:12][CH2:13][C:14]([N:16]1[CH2:20][CH2:19][CH2:18][C@@H:17]1[C:21]([OH:23])=[O:22])=[O:15])([OH:3])=[O:2], predict the reaction product. The product is: [CH2:8]([O:22][C:21]([C@H:17]1[CH2:18][CH2:19][CH2:20][N:16]1[C:14](=[O:15])[CH2:13][CH2:12][CH2:11][CH2:10][C:9]([N:5]1[CH2:6][CH2:7][CH2:8][C@@H:4]1[C:1]([O:3][CH2:11][CH:10]=[CH2:9])=[O:2])=[O:24])=[O:23])[CH:4]=[CH2:1].